Predict the reactants needed to synthesize the given product. From a dataset of Full USPTO retrosynthesis dataset with 1.9M reactions from patents (1976-2016). Given the product [F:44]/[C:2](/[C:19]1[CH:24]=[N:23][C:22]([O:25][CH3:26])=[CH:21][CH:20]=1)=[CH:1]\[N:3]1[C:11]2[CH:10]=[CH:9][C:8]([CH3:12])=[CH:7][C:6]=2[C:5]2[CH2:13][N:14]([CH3:17])[CH2:15][CH2:16][C:4]1=2, predict the reactants needed to synthesize it. The reactants are: [C:1]([N:3]1[C:11]2[CH:10]=[CH:9][C:8]([CH3:12])=[CH:7][C:6]=2[C:5]2[CH2:13][N:14]([CH3:17])[CH2:15][CH2:16][C:4]1=2)#[CH:2].Br[C:19]1[CH:20]=[CH:21][C:22]([O:25][CH3:26])=[N:23][CH:24]=1.CCCC[N+](CCCC)(CCCC)CCCC.[F-:44].